This data is from Ames mutagenicity test results for genotoxicity prediction. The task is: Regression/Classification. Given a drug SMILES string, predict its toxicity properties. Task type varies by dataset: regression for continuous values (e.g., LD50, hERG inhibition percentage) or binary classification for toxic/non-toxic outcomes (e.g., AMES mutagenicity, cardiotoxicity, hepatotoxicity). Dataset: ames. (1) The molecule is CC(=O)N(O)c1ccc(-c2ccccc2)cc1. The result is 1 (mutagenic). (2) The result is 0 (non-mutagenic). The compound is O=C(O)c1cc(Cl)ccc1O. (3) The molecule is C=CC1CC2C=CC1C2. The result is 0 (non-mutagenic).